Dataset: Full USPTO retrosynthesis dataset with 1.9M reactions from patents (1976-2016). Task: Predict the reactants needed to synthesize the given product. (1) Given the product [S:1]1[CH:5]=[CH:4][CH:3]=[C:2]1[CH:6]([NH2:38])[CH2:7][CH2:8][N:9]1[CH2:14][CH2:13][CH:12]([N:15]([CH2:29][CH3:30])[C:16](=[O:28])[CH2:17][C:18]2[CH:19]=[CH:20][C:21]([S:24]([CH3:27])(=[O:25])=[O:26])=[CH:22][CH:23]=2)[CH2:11][CH2:10]1, predict the reactants needed to synthesize it. The reactants are: [S:1]1[CH:5]=[CH:4][CH:3]=[C:2]1[C:6]([NH2:38])(C(OC(C)(C)C)=O)[CH2:7][CH2:8][N:9]1[CH2:14][CH2:13][CH:12]([N:15]([CH2:29][CH3:30])[C:16](=[O:28])[CH2:17][C:18]2[CH:23]=[CH:22][C:21]([S:24]([CH3:27])(=[O:26])=[O:25])=[CH:20][CH:19]=2)[CH2:11][CH2:10]1. (2) Given the product [CH2:1]([O:5][CH2:6][CH2:7][O:8][C:9]1[CH:14]=[CH:13][C:12]([C:15]2[CH:20]=[CH:19][C:18]([N:21]3[CH2:25][CH2:24][CH:23]([C:26](=[O:27])[NH2:56])[CH2:22]3)=[C:17](/[CH:29]=[C:30](\[CH3:51])/[C:31]([NH:33][C:34]3[CH:39]=[CH:38][C:37]([S@:40]([CH2:42][C:43]4[N:47]([CH2:48][CH2:49][CH3:50])[CH:46]=[N:45][CH:44]=4)=[O:41])=[CH:36][CH:35]=3)=[O:32])[CH:16]=2)=[CH:11][CH:10]=1)[CH2:2][CH2:3][CH3:4], predict the reactants needed to synthesize it. The reactants are: [CH2:1]([O:5][CH2:6][CH2:7][O:8][C:9]1[CH:14]=[CH:13][C:12]([C:15]2[CH:20]=[CH:19][C:18]([N:21]3[CH2:25][CH2:24][CH:23]([C:26](O)=[O:27])[CH2:22]3)=[C:17](/[CH:29]=[C:30](\[CH3:51])/[C:31]([NH:33][C:34]3[CH:39]=[CH:38][C:37]([S@:40]([CH2:42][C:43]4[N:47]([CH2:48][CH2:49][CH3:50])[CH:46]=[N:45][CH:44]=4)=[O:41])=[CH:36][CH:35]=3)=[O:32])[CH:16]=2)=[CH:11][CH:10]=1)[CH2:2][CH2:3][CH3:4].[Cl-].[NH4+].O.O[N:56]1C2C=CC=CC=2N=N1.Cl.C(N=C=NCCCN(C)C)C. (3) Given the product [Br:1][C:2]1[C:3]([F:12])=[C:4]2[C:10]([NH:11][C:16](=[O:17])[CH2:15][CH:14]([CH3:19])[CH3:13])=[CH:9][NH:8][C:5]2=[N:6][CH:7]=1, predict the reactants needed to synthesize it. The reactants are: [Br:1][C:2]1[C:3]([F:12])=[C:4]2[C:10]([NH2:11])=[CH:9][NH:8][C:5]2=[N:6][CH:7]=1.[CH3:13][CH:14]([CH3:19])[CH2:15][C:16](O)=[O:17].C(N(CC)CC)C. (4) Given the product [OH:46][C:45]1[CH2:44][CH2:43][CH2:42][C:38](=[O:41])[C:39]=1[C:19]([C:11]1[C:10](=[O:29])[N:9]([C:6]2[CH:7]=[N:8][C:3]([O:2][CH3:1])=[CH:4][CH:5]=2)[C:18]2[C:13]([CH:12]=1)=[CH:14][CH:15]=[CH:16][N:17]=2)=[O:20], predict the reactants needed to synthesize it. The reactants are: [CH3:1][O:2][C:3]1[N:8]=[CH:7][C:6]([N:9]2[C:18]3[C:13](=[CH:14][CH:15]=[CH:16][N:17]=3)[CH:12]=[C:11]([C:19](OC3CCCC(=O)C=3)=[O:20])[C:10]2=[O:29])=[CH:5][CH:4]=1.C(N(CC)CC)C.C[C:38]([CH3:42])([OH:41])[C:39]#N.[C:43](O)(=O)[CH2:44][C:45](CC(O)=O)(C(O)=O)[OH:46]. (5) Given the product [CH:20]1([C:15]2[CH:16]=[CH:17][CH:18]=[CH:19][C:14]=2[N:11]2[CH2:10][CH2:9][NH:8][CH2:13][CH2:12]2)[CH2:21][CH2:22][CH2:23][CH2:24][CH2:25][CH2:26][CH2:27]1, predict the reactants needed to synthesize it. The reactants are: C(OC([N:8]1[CH2:13][CH2:12][N:11]([C:14]2[CH:19]=[CH:18][CH:17]=[CH:16][C:15]=2[CH:20]2[CH2:27][CH2:26][CH2:25][CH2:24][CH2:23][CH2:22][CH2:21]2)[CH2:10][CH2:9]1)=O)(C)(C)C.ClCCCl.FC(F)(F)C(O)=O.C(=O)([O-])[O-].[K+].[K+].